Dataset: Peptide-MHC class I binding affinity with 185,985 pairs from IEDB/IMGT. Task: Regression. Given a peptide amino acid sequence and an MHC pseudo amino acid sequence, predict their binding affinity value. This is MHC class I binding data. (1) The peptide sequence is KSYAQMWLL. The MHC is BoLA-JSP.1 with pseudo-sequence BoLA-JSP.1. The binding affinity (normalized) is 0.335. (2) The peptide sequence is RPPIFIRRL. The MHC is HLA-B15:01 with pseudo-sequence HLA-B15:01. The binding affinity (normalized) is 0.0847. (3) The peptide sequence is NASGNIVSSV. The MHC is HLA-B57:01 with pseudo-sequence HLA-B57:01. The binding affinity (normalized) is 0.432. (4) The peptide sequence is EGINPNMSC. The MHC is H-2-Kb with pseudo-sequence H-2-Kb. The binding affinity (normalized) is 0. (5) The peptide sequence is SWFNSFLTH. The binding affinity (normalized) is 0.370. The MHC is HLA-A31:01 with pseudo-sequence HLA-A31:01. (6) The peptide sequence is RAYSVPETF. The MHC is HLA-B57:01 with pseudo-sequence HLA-B57:01. The binding affinity (normalized) is 0.655.